From a dataset of Full USPTO retrosynthesis dataset with 1.9M reactions from patents (1976-2016). Predict the reactants needed to synthesize the given product. (1) Given the product [CH2:1]1[C:10]2[C:5](=[CH:6][CH:7]=[CH:8][CH:9]=2)[CH2:4][CH2:3][N:2]1[C:5]1([C:11]#[N:12])[CH2:6][CH2:7][O:14][CH2:3][CH2:4]1, predict the reactants needed to synthesize it. The reactants are: [CH2:1]1[C:10]2[C:5](=[CH:6][CH:7]=[CH:8][CH:9]=2)[CH2:4][CH2:3][NH:2]1.[C-:11]#[N:12].[K+].[OH2:14]. (2) Given the product [CH3:9][C:4]1[N:5]=[C:6]([NH:11][CH3:10])[N:7]=[C:2]([N:14]2[CH2:19][CH2:18][CH:17]([C:20]([OH:22])=[O:21])[CH2:16][CH2:15]2)[N:3]=1, predict the reactants needed to synthesize it. The reactants are: Cl[C:2]1[N:7]=[C:6](Cl)[N:5]=[C:4]([CH3:9])[N:3]=1.[CH3:10][NH2:11].[OH-].[Na+].[NH:14]1[CH2:19][CH2:18][CH:17]([C:20]([OH:22])=[O:21])[CH2:16][CH2:15]1. (3) Given the product [Cl:21][C:15]1[CH:16]=[C:17]([Cl:20])[CH:18]=[CH:19][C:14]=1[C:13]([NH:12][C:9]1[CH:10]=[CH:11][C:6]([C:5]([OH:23])=[O:4])=[CH:7][N:8]=1)=[O:22], predict the reactants needed to synthesize it. The reactants are: [OH-].[Na+].C[O:4][C:5](=[O:23])[C:6]1[CH:11]=[CH:10][C:9]([NH:12][C:13](=[O:22])[C:14]2[CH:19]=[CH:18][C:17]([Cl:20])=[CH:16][C:15]=2[Cl:21])=[N:8][CH:7]=1. (4) Given the product [CH3:26][C:12]1[CH:13]=[C:14]([O:15][CH2:16][C:17]2([CH3:23])[CH2:18][S:19](=[O:22])(=[O:21])[CH2:20]2)[CH:24]=[CH:25][C:11]=1[C:8]1[C:7]2[CH:27]=[C:3]([CH2:2][O:28][C:29]3[CH:30]=[CH:31][C:32]([C@@H:35]([C:42]#[C:43][CH3:44])[CH2:36][C:37]([O:39][CH2:40][CH3:41])=[O:38])=[CH:33][CH:34]=3)[CH:4]=[CH:5][C:6]=2[S:10][CH:9]=1, predict the reactants needed to synthesize it. The reactants are: Cl[CH2:2][C:3]1[CH:4]=[CH:5][C:6]2[S:10][CH:9]=[C:8]([C:11]3[CH:25]=[CH:24][C:14]([O:15][CH2:16][C:17]4([CH3:23])[CH2:20][S:19](=[O:22])(=[O:21])[CH2:18]4)=[CH:13][C:12]=3[CH3:26])[C:7]=2[CH:27]=1.[OH:28][C:29]1[CH:34]=[CH:33][C:32]([C@@H:35]([C:42]#[C:43][CH3:44])[CH2:36][C:37]([O:39][CH2:40][CH3:41])=[O:38])=[CH:31][CH:30]=1. (5) Given the product [CH:26]1([CH2:25][CH2:24][N:4]2[C:3](=[O:32])[C:2]([C:36]3[S:37][C:38]([CH3:39])=[C:34]([CH3:33])[N:35]=3)=[C:7]([CH3:8])[N:6]=[C:5]2[C:9]2[CH:14]=[CH:13][CH:12]=[C:11]([F:15])[C:10]=2[OH:16])[CH2:27][CH2:28][CH2:29][CH2:30][CH2:31]1, predict the reactants needed to synthesize it. The reactants are: Br[C:2]1[C:3](=[O:32])[N:4]([CH2:24][CH2:25][C:26]2[CH:31]=[CH:30][CH:29]=[CH:28][CH:27]=2)[C:5]([C:9]2[CH:14]=[CH:13][CH:12]=[C:11]([F:15])[C:10]=2[O:16]CC2C=CC=CC=2)=[N:6][C:7]=1[CH3:8].[CH3:33][C:34]1[N:35]=[C:36]([Sn](CCCC)(CCCC)CCCC)[S:37][C:38]=1[CH3:39].C([Sn](CCCC)(CCCC)C1SC=CN=1)CCC.Br.